Task: Predict the reaction yield, written as a fraction of the theoretical maximum amount of product (1.0 means a 100% yield; for example, 0.34 means a 34% yield).. Dataset: Reaction yield outcomes from USPTO patents with 853,638 reactions (1) The reactants are [CH3:1][O:2][CH:3]([O:19][CH3:20])[C@:4]1([CH3:18])[C@H:9]2[O:10][C@H:8]2[C:7]2[CH:11]=[C:12]([N+:15]([O-:17])=[O:16])[CH:13]=[CH:14][C:6]=2[O:5]1.[F:21][C:22]([F:37])([F:36])[C:23]1[CH:28]=[CH:27][C:26]([NH:29][CH2:30][C:31]2[NH:32][CH:33]=[CH:34][N:35]=2)=[CH:25][CH:24]=1. No catalyst specified. The product is [CH3:1][O:2][CH:3]([O:19][CH3:20])[C@:4]1([CH3:18])[C@@H:9]([OH:10])[C@H:8]([N:29]([C:26]2[CH:25]=[CH:24][C:23]([C:22]([F:37])([F:36])[F:21])=[CH:28][CH:27]=2)[CH2:30][C:31]2[NH:35][CH:34]=[CH:33][N:32]=2)[C:7]2[CH:11]=[C:12]([N+:15]([O-:17])=[O:16])[CH:13]=[CH:14][C:6]=2[O:5]1. The yield is 0.220. (2) The reactants are [C:1]([C:3](=[C:9](OCC)[CH2:10][CH3:11])[C:4]([O:6][CH2:7][CH3:8])=[O:5])#[N:2].Cl.[CH:16]1([NH:21][NH2:22])[CH2:20][CH2:19][CH2:18][CH2:17]1.C(N(CC)CC)C. The catalyst is CO. The product is [NH2:2][C:1]1[N:21]([CH:16]2[CH2:20][CH2:19][CH2:18][CH2:17]2)[N:22]=[C:9]([CH2:10][CH3:11])[C:3]=1[C:4]([O:6][CH2:7][CH3:8])=[O:5]. The yield is 0.660. (3) The product is [C:5]([O:11][CH2:12][N:1]=[N+:2]=[N-:3])(=[O:10])[C:6]([CH3:9])([CH3:8])[CH3:7]. The yield is 0.640. The reactants are [N-:1]=[N+:2]=[N-:3].[Na+].[C:5]([O:11][CH2:12]Cl)(=[O:10])[C:6]([CH3:9])([CH3:8])[CH3:7]. The catalyst is O.CCOC(C)=O. (4) The reactants are Br[C:2]1[C:7]2[N:8]=[CH:9][N:10]=[CH:11][C:6]=2[C:5](=[O:12])[N:4]([CH3:13])[CH:3]=1.[CH:14]1([CH2:17][O:18][C:19]2[CH:24]=[CH:23][C:22]([S:25]([CH3:28])(=[O:27])=[O:26])=[CH:21][C:20]=2B2OC(C)(C)C(C)(C)O2)[CH2:16][CH2:15]1.[O-]P([O-])([O-])=O.[K+].[K+].[K+].N#N. The catalyst is O1CCOCC1.O.C1C=CC(P(C2C=CC=CC=2)[C-]2C=CC=C2)=CC=1.C1C=CC(P(C2C=CC=CC=2)[C-]2C=CC=C2)=CC=1.Cl[Pd]Cl.[Fe+2].CC(=O)OCC.C(Cl)Cl. The product is [CH:14]1([CH2:17][O:18][C:19]2[CH:24]=[CH:23][C:22]([S:25]([CH3:28])(=[O:27])=[O:26])=[CH:21][C:20]=2[C:2]2[C:7]3[N:8]=[CH:9][N:10]=[CH:11][C:6]=3[C:5](=[O:12])[N:4]([CH3:13])[CH:3]=2)[CH2:15][CH2:16]1. The yield is 0.342. (5) The reactants are [NH:1]([C:3]1[CH:8]=[C:7]([C:9]#[N:10])[CH:6]=[CH:5][N:4]=1)[NH2:2].[Cl:11][C:12]1[CH:13]=[C:14]([C:18](=O)[CH2:19][C:20](OCC)=[O:21])[CH:15]=[CH:16][CH:17]=1. No catalyst specified. The product is [Cl:11][C:12]1[CH:13]=[C:14]([C:18]2[CH:19]=[C:20]([OH:21])[N:1]([C:3]3[CH:8]=[C:7]([C:9]#[N:10])[CH:6]=[CH:5][N:4]=3)[N:2]=2)[CH:15]=[CH:16][CH:17]=1. The yield is 0.530. (6) The reactants are [CH:1]1[CH:6]=[CH:5][C:4]([P:7]([C:14]2[CH:19]=[CH:18][CH:17]=[CH:16][CH:15]=2)[C:8]2[CH:13]=[CH:12][CH:11]=[CH:10][CH:9]=2)=[CH:3][CH:2]=1.[Br:20][CH2:21][C:22]#[N:23]. The catalyst is CCOCC. The product is [Br-:20].[C:22]([CH2:21][P+:7]([C:4]1[CH:3]=[CH:2][CH:1]=[CH:6][CH:5]=1)([C:14]1[CH:19]=[CH:18][CH:17]=[CH:16][CH:15]=1)[C:8]1[CH:13]=[CH:12][CH:11]=[CH:10][CH:9]=1)#[N:23]. The yield is 0.460. (7) The reactants are [H-].[Na+].[NH2:3][C:4]1[CH:5]=[N:6][CH:7]=[N:8][CH:9]=1.Cl[C:11]1[CH:20]=[CH:19][C:18]2[C:13](=[C:14]([C:21]3[NH:29][C:28]4[CH2:27][CH2:26][NH:25][C:24](=[O:30])[C:23]=4[CH:22]=3)[CH:15]=[CH:16][CH:17]=2)[N:12]=1.C(O)(C(F)(F)F)=O. The catalyst is CN(C=O)C.CS(C)=O. The product is [N:6]1[CH:5]=[C:4]([NH:3][C:11]2[CH:20]=[CH:19][C:18]3[C:13](=[C:14]([C:21]4[NH:29][C:28]5[CH2:27][CH2:26][NH:25][C:24](=[O:30])[C:23]=5[CH:22]=4)[CH:15]=[CH:16][CH:17]=3)[N:12]=2)[CH:9]=[N:8][CH:7]=1. The yield is 0.430. (8) The reactants are [NH2:1][CH2:2][CH2:3][CH2:4][C:5]([OH:7])=[O:6].[OH-].[Na+].[CH3:10][C:11]([O:14][C:15](O[C:15]([O:14][C:11]([CH3:13])([CH3:12])[CH3:10])=[O:16])=[O:16])([CH3:13])[CH3:12]. The catalyst is O.O1CCOCC1. The product is [C:11]([O:14][C:15]([NH:1][CH2:2][CH2:3][CH2:4][C:5]([OH:7])=[O:6])=[O:16])([CH3:13])([CH3:12])[CH3:10]. The yield is 0.880.